This data is from Forward reaction prediction with 1.9M reactions from USPTO patents (1976-2016). The task is: Predict the product of the given reaction. (1) The product is: [CH2:5]([N:12]1[CH2:16][C@@H:15]([CH3:17])[C@H:14]([C:18]([OH:19])=[O:33])[CH2:13]1)[C:6]1[CH:7]=[CH:8][CH:9]=[CH:10][CH:11]=1. Given the reactants [Li+].[OH-].OO.[CH2:5]([N:12]1[CH2:16][C@@H:15]([CH3:17])[C@H:14]([C:18](N2[C@H](C3C=CC=CC=3)COC2=O)=[O:19])[CH2:13]1)[C:6]1[CH:11]=[CH:10][CH:9]=[CH:8][CH:7]=1.S([O-])([O-])=[O:33].[Na+].[Na+].Cl.[Na+].[Cl-], predict the reaction product. (2) The product is: [CH:13]1([N:10]2[C:6]([C:2]3[S:1][CH:5]=[CH:4][CH:3]=3)=[N:8][NH:9][C:11]2=[S:12])[CH2:15][CH2:14]1. Given the reactants [S:1]1[CH:5]=[CH:4][CH:3]=[C:2]1[C:6]([NH:8][NH2:9])=O.[N:10]([CH:13]1[CH2:15][CH2:14]1)=[C:11]=[S:12], predict the reaction product. (3) Given the reactants [Cl:1][C:2]1[C:3]2[C:10]([C:11]3[CH:12]=[C:13]([CH:16]=[CH:17][CH:18]=3)[C:14]#[N:15])=[CH:9][N:8]([CH2:19][O:20]CC[Si](C)(C)C)[C:4]=2[N:5]=[CH:6][N:7]=1, predict the reaction product. The product is: [Cl:1][C:2]1[C:3]2[C:10]([C:11]3[CH:12]=[C:13]([CH:16]=[CH:17][CH:18]=3)[C:14]#[N:15])=[CH:9][N:8]([CH2:19][OH:20])[C:4]=2[N:5]=[CH:6][N:7]=1. (4) Given the reactants [Br:1]Br.[CH3:3][N:4]1[C:9](=[O:10])[C:8]2[CH:11]=[CH:12][S:13][C:7]=2[N:6]([CH2:14][CH:15]([CH3:17])[CH3:16])[C:5]1=[O:18], predict the reaction product. The product is: [Br:1][C:12]1[S:13][C:7]2[N:6]([CH2:14][CH:15]([CH3:16])[CH3:17])[C:5](=[O:18])[N:4]([CH3:3])[C:9](=[O:10])[C:8]=2[CH:11]=1. (5) Given the reactants [C:1]([CH2:3][CH2:4][C:5]1[C:6]([O:15]C)=[N:7][CH:8]=[C:9]([CH:14]=1)[C:10]([O:12][CH3:13])=[O:11])#[N:2].[Cl-].[NH+]1C=CC=CC=1.C1COCC1, predict the reaction product. The product is: [C:1]([CH2:3][CH2:4][C:5]1[C:6]([OH:15])=[N:7][CH:8]=[C:9]([CH:14]=1)[C:10]([O:12][CH3:13])=[O:11])#[N:2]. (6) Given the reactants [Cl:1][C:2]1[N:7]=[CH:6][NH:5][C:4]2=[N:8][CH:9]=[CH:10][C:3]=12.[I:11]N1C(=O)CCC1=O.S([O-])([O-])(=O)=S.[Na+].[Na+], predict the reaction product. The product is: [Cl:1][C:2]1[N:7]=[CH:6][NH:5][C:4]2=[N:8][CH:9]=[C:10]([I:11])[C:3]=12. (7) Given the reactants [CH3:1][O:2][C:3](=[O:28])[CH2:4][C:5]1[CH:10]=[CH:9][CH:8]=[C:7]([S:11]([C:14]2[CH:19]=[CH:18][C:17]([O:20]CC3C=CC=CC=3)=[CH:16][CH:15]=2)(=[O:13])=[O:12])[CH:6]=1.O1CCCC1, predict the reaction product. The product is: [CH3:1][O:2][C:3](=[O:28])[CH2:4][C:5]1[CH:10]=[CH:9][CH:8]=[C:7]([S:11]([C:14]2[CH:15]=[CH:16][C:17]([OH:20])=[CH:18][CH:19]=2)(=[O:12])=[O:13])[CH:6]=1. (8) Given the reactants [H-].[Na+].CS(O[C@@H:8]([C@@H:15]1[CH2:19][CH2:18][C:17](=[O:20])[N:16]1[CH2:21][CH2:22][NH:23][C:24]([O:26][C:27]([CH3:30])([CH3:29])[CH3:28])=[O:25])[C:9]1[C:13]([CH3:14])=[CH:12][S:11][CH:10]=1)(=O)=O, predict the reaction product. The product is: [CH3:14][C:13]1[C:9]([C@H:8]2[N:23]([C:24]([O:26][C:27]([CH3:30])([CH3:29])[CH3:28])=[O:25])[CH2:22][CH2:21][N:16]3[C:17](=[O:20])[CH2:18][CH2:19][C@@H:15]23)=[CH:10][S:11][CH:12]=1. (9) Given the reactants [C:1]1([NH:7][C:8]2[CH:13]=[CH:12][CH:11]=[CH:10][CH:9]=2)[CH:6]=[CH:5][CH:4]=[CH:3][CH:2]=1.C(=O)([O-])[O-].[K+].[K+].Br[C:21]1[C:38]2[C:29](=[CH:30][C:31]3[CH:32]=[CH:33][CH:34]=[CH:35][C:36]=3[CH:37]=2)[CH:28]=[C:27]2[C:22]=1[C:23]1[CH:54]=[CH:53][C:52]3[C:39](=[CH:40][C:41]4[C:50]([CH:51]=3)=[CH:49][C:48]3[C:43](=[CH:44][C:45](Br)=[CH:46][CH:47]=3)[CH:42]=4)[C:24]=1[CH:25]=[CH:26]2, predict the reaction product. The product is: [C:8]1([N:7]([C:1]2[CH:2]=[CH:3][CH:4]=[CH:5][CH:6]=2)[C:21]2[C:38]3[C:29](=[CH:30][C:31]4[CH:32]=[CH:33][CH:34]=[CH:35][C:36]=4[CH:37]=3)[CH:28]=[C:27]3[C:22]=2[C:23]2[CH:54]=[CH:53][C:52]4[C:39](=[CH:40][C:41]5[C:50]([CH:51]=4)=[CH:49][C:48]4[C:43](=[CH:44][C:45]([N:7]([C:8]6[CH:9]=[CH:10][CH:11]=[CH:12][CH:13]=6)[C:1]6[CH:6]=[CH:5][CH:4]=[CH:3][CH:2]=6)=[CH:46][CH:47]=4)[CH:42]=5)[C:24]=2[CH:25]=[CH:26]3)[CH:9]=[CH:10][CH:11]=[CH:12][CH:13]=1.